From a dataset of CYP2C9 inhibition data for predicting drug metabolism from PubChem BioAssay. Regression/Classification. Given a drug SMILES string, predict its absorption, distribution, metabolism, or excretion properties. Task type varies by dataset: regression for continuous measurements (e.g., permeability, clearance, half-life) or binary classification for categorical outcomes (e.g., BBB penetration, CYP inhibition). Dataset: cyp2c9_veith. (1) The drug is CC(C)=CCC/C(C)=C/CC/C(C)=C/CC/C(C)=C/C[C@@H]1C(=O)c2ccccc2C(=O)[C@@H]1C. The result is 1 (inhibitor). (2) The drug is CNC(=O)[C@H]1C[C@@H]1[C@H](NP(=O)(c1ccccc1)c1ccccc1)c1ccccc1. The result is 0 (non-inhibitor). (3) The compound is CC(C)CCC1(CN2CCCC2=O)C(=O)NC(=O)NC1=O. The result is 0 (non-inhibitor). (4) The compound is Cc1noc(C)c1C(=O)N1CCC[C@@]2(CCN(Cc3ccccc3)C2)C1. The result is 0 (non-inhibitor). (5) The molecule is Cc1cc(=O)[nH]c(-n2[nH]c3c(c2=O)CCCC3)n1. The result is 0 (non-inhibitor).